The task is: Regression. Given a peptide amino acid sequence and an MHC pseudo amino acid sequence, predict their binding affinity value. This is MHC class I binding data.. This data is from Peptide-MHC class I binding affinity with 185,985 pairs from IEDB/IMGT. The binding affinity (normalized) is 0.363. The MHC is Mamu-A02 with pseudo-sequence Mamu-A02. The peptide sequence is MTGDIKGIM.